The task is: Predict the reaction yield, written as a fraction of the theoretical maximum amount of product (1.0 means a 100% yield; for example, 0.34 means a 34% yield).. This data is from Reaction yield outcomes from USPTO patents with 853,638 reactions. (1) The yield is 0.880. The product is [CH3:3][O:4][C:5]1[CH:6]=[CH:7][C:8]([CH2:9][N:10]2[CH:14]=[C:13]([C:15]3[S:16][CH:17]=[C:18]([C:20]([OH:22])=[O:21])[N:19]=3)[CH:12]=[N:11]2)=[CH:25][CH:26]=1. The reactants are [OH-].[Na+].[CH3:3][O:4][C:5]1[CH:26]=[CH:25][C:8]([CH2:9][N:10]2[CH:14]=[C:13]([C:15]3[S:16][CH:17]=[C:18]([C:20]([O:22]CC)=[O:21])[N:19]=3)[CH:12]=[N:11]2)=[CH:7][CH:6]=1. The catalyst is O.CCO. (2) The reactants are [Cl:1][C:2]1[C:32]([Cl:33])=[CH:31][C:5]2[N:6]=[C:7]([C:9]3[CH:28]=[CH:27][C:12]([C:13]([NH:15][CH:16]4[CH2:21][C:20]([CH3:23])([CH3:22])[N:19]([CH3:24])[C:18]([CH3:26])([CH3:25])[CH2:17]4)=[O:14])=[CH:11][C:10]=3[O:29][CH3:30])[NH:8][C:4]=2[CH:3]=1.[OH-].[K+].I[CH3:37]. The catalyst is CC(C)=O. The product is [Cl:1][C:2]1[C:32]([Cl:33])=[CH:31][C:5]2[N:6]([CH3:37])[C:7]([C:9]3[CH:28]=[CH:27][C:12]([C:13]([NH:15][CH:16]4[CH2:21][C:20]([CH3:23])([CH3:22])[N:19]([CH3:24])[C:18]([CH3:25])([CH3:26])[CH2:17]4)=[O:14])=[CH:11][C:10]=3[O:29][CH3:30])=[N:8][C:4]=2[CH:3]=1. The yield is 0.130. (3) The catalyst is C1(C)C=CC=CC=1. The reactants are [NH2:1][C:2]1[N:11]=[C:10](O)[C:9]2[C:4](=[N:5][CH:6]=[C:7]([C:13]3[CH:18]=[CH:17][C:16]([O:19][CH:20]([CH3:22])[CH3:21])=[C:15]([O:23][CH3:24])[CH:14]=3)[N:8]=2)[N:3]=1.[CH3:25][C:26]1[CH:31]=[CH:30][C:29]([N:32]2[CH2:37][CH2:36][NH:35][CH2:34][CH2:33]2)=[CH:28][CH:27]=1.O.C1(C)C=CC(S(O)(=O)=O)=CC=1.S([O-])([O-])(=O)=O.[NH4+].[NH4+].C[Si](C)(C)N[Si](C)(C)C. The product is [NH2:1][C:2]1[N:11]=[C:10]([N:35]2[CH2:36][CH2:37][N:32]([C:29]3[CH:30]=[CH:31][C:26]([CH3:25])=[CH:27][CH:28]=3)[CH2:33][CH2:34]2)[C:9]2[C:4](=[N:5][CH:6]=[C:7]([C:13]3[CH:18]=[CH:17][C:16]([O:19][CH:20]([CH3:22])[CH3:21])=[C:15]([O:23][CH3:24])[CH:14]=3)[N:8]=2)[N:3]=1. The yield is 0.510. (4) The reactants are C([O:8][C:9](=[O:39])[C:10]([O:13][C:14]1[CH:19]=[CH:18][CH:17]=[C:16]([CH:20]2[CH2:25][CH2:24][CH2:23][N:22]([C:26](=[O:38])[CH2:27][O:28][C:29]3[CH:34]=[CH:33][C:32]([CH:35]([CH3:37])[CH3:36])=[CH:31][CH:30]=3)[CH2:21]2)[CH:15]=1)([CH3:12])[CH3:11])C1C=CC=CC=1. The catalyst is [Pd].CO. The product is [CH:35]([C:32]1[CH:31]=[CH:30][C:29]([O:28][CH2:27][C:26]([N:22]2[CH2:23][CH2:24][CH2:25][CH:20]([C:16]3[CH:15]=[C:14]([CH:19]=[CH:18][CH:17]=3)[O:13][C:10]([CH3:12])([CH3:11])[C:9]([OH:39])=[O:8])[CH2:21]2)=[O:38])=[CH:34][CH:33]=1)([CH3:37])[CH3:36]. The yield is 0.990. (5) The reactants are [Cl:1][C:2]1[CH:3]=[C:4]([C:21]([N:23]2[CH2:28][CH2:27][N:26]([CH:29]([CH3:31])[CH3:30])[CH2:25][CH2:24]2)=[O:22])[CH:5]=[C:6]2[C:10]=1[NH:9][C:8]([C:11]([N:13]1[CH2:18][CH2:17][C:16]([F:20])([F:19])[CH2:15][CH2:14]1)=[O:12])=[CH:7]2.[H-].[Na+].Br[CH:35]([CH3:37])[CH3:36]. The catalyst is CN(C)C=O. The product is [Cl:1][C:2]1[CH:3]=[C:4]([C:21]([N:23]2[CH2:28][CH2:27][N:26]([CH:29]([CH3:31])[CH3:30])[CH2:25][CH2:24]2)=[O:22])[CH:5]=[C:6]2[C:10]=1[N:9]([CH:35]([CH3:37])[CH3:36])[C:8]([C:11]([N:13]1[CH2:18][CH2:17][C:16]([F:20])([F:19])[CH2:15][CH2:14]1)=[O:12])=[CH:7]2. The yield is 0.240. (6) The reactants are [F:1][C:2]1[CH:7]=[CH:6][C:5]([C:8]2[S:12][C:11]([CH:13]=[O:14])=[N:10][CH:9]=2)=[CH:4][CH:3]=1.[CH3:15][CH2:16][Mg+].[Br-]. No catalyst specified. The product is [F:1][C:2]1[CH:3]=[CH:4][C:5]([C:8]2[S:12][C:11]([CH:13]([OH:14])[CH2:15][CH3:16])=[N:10][CH:9]=2)=[CH:6][CH:7]=1. The yield is 0.730. (7) The reactants are [Br:1][C:2]1[N:6]2[CH:7]=[C:8]([CH2:11][OH:12])[CH:9]=[CH:10][C:5]2=[N:4][CH:3]=1. The catalyst is C(Cl)(Cl)Cl.O=[Mn]=O. The product is [Br:1][C:2]1[N:6]2[CH:7]=[C:8]([CH:11]=[O:12])[CH:9]=[CH:10][C:5]2=[N:4][CH:3]=1. The yield is 0.810. (8) The reactants are [CH2:1]([C@H:4]1[O:6][C@@H:5]1[C:7]([OH:9])=O)[CH2:2][CH3:3].C(N(CC)CC)C.C(OC(Cl)=O)C.[CH:23]1([NH2:26])[CH2:25][CH2:24]1. The catalyst is O1CCCC1. The product is [CH:23]1([NH:26][C:7]([C@@H:5]2[C@@H:4]([CH2:1][CH2:2][CH3:3])[O:6]2)=[O:9])[CH2:25][CH2:24]1. The yield is 0.760.